From a dataset of Catalyst prediction with 721,799 reactions and 888 catalyst types from USPTO. Predict which catalyst facilitates the given reaction. (1) Reactant: [Cl:1][C:2]1[CH:3]=[C:4]([CH:8]=[C:9]([O:11][CH3:12])[N:10]=1)[C:5]([OH:7])=O.[F:13][C:14]1[CH:15]=[C:16]2[C:20](=[CH:21][CH:22]=1)[NH:19][CH2:18][CH2:17]2.CN(C(ON1N=NC2C=CC=CC1=2)=[N+](C)C)C.[B-](F)(F)(F)F. Product: [Cl:1][C:2]1[CH:3]=[C:4]([C:5]([N:19]2[C:20]3[C:16](=[CH:15][C:14]([F:13])=[CH:22][CH:21]=3)[CH2:17][CH2:18]2)=[O:7])[CH:8]=[C:9]([O:11][CH3:12])[N:10]=1. The catalyst class is: 3. (2) Reactant: C1(P(C2C=CC=CC=2)C2C=CC=CC=2)C=CC=CC=1.BrN1C(=O)CCC1=O.[Cl:28][C:29]1[CH:30]=[C:31]([CH:39]([CH2:43][CH:44]2[CH2:48][CH2:47][CH2:46][CH2:45]2)[C:40]([OH:42])=O)[CH:32]=[CH:33][C:34]=1[S:35]([CH3:38])(=[O:37])=[O:36].[NH2:49][C:50]1[S:51][C:52]2[CH:58]=[CH:57][CH:56]=[CH:55][C:53]=2[N:54]=1.N1C=CC=CC=1. Product: [S:51]1[C:52]2[CH:58]=[CH:57][CH:56]=[CH:55][C:53]=2[N:54]=[C:50]1[NH:49][C:40](=[O:42])[CH:39]([C:31]1[CH:32]=[CH:33][C:34]([S:35]([CH3:38])(=[O:36])=[O:37])=[C:29]([Cl:28])[CH:30]=1)[CH2:43][CH:44]1[CH2:48][CH2:47][CH2:46][CH2:45]1. The catalyst class is: 34.